From a dataset of hERG Central: cardiac toxicity at 1µM, 10µM, and general inhibition. Predict hERG channel inhibition at various concentrations. (1) The compound is CN(C)C(=O)C(CCN1CCC(O)(c2ccc(Cl)cc2)CC1)(c1ccccc1)c1ccccc1.Cl. Results: hERG_inhib (hERG inhibition (general)): blocker. (2) The compound is CCCc1cc(=O)oc2cc(OCC(=O)N3CCN(C(=O)C4COc5ccccc5O4)CC3)ccc12. Results: hERG_inhib (hERG inhibition (general)): blocker.